Regression. Given a peptide amino acid sequence and an MHC pseudo amino acid sequence, predict their binding affinity value. This is MHC class II binding data. From a dataset of Peptide-MHC class II binding affinity with 134,281 pairs from IEDB. The peptide sequence is KVNFFRMVISNPAATHQDID. The MHC is DRB1_0401 with pseudo-sequence DRB1_0401. The binding affinity (normalized) is 0.711.